From a dataset of Full USPTO retrosynthesis dataset with 1.9M reactions from patents (1976-2016). Predict the reactants needed to synthesize the given product. (1) Given the product [F:19][C:20]1[CH:21]=[C:22]([O:26][CH2:27][CH2:28][C:29]([N:4]2[CH2:5][CH2:6][N:1]([C:7]3[CH:14]=[CH:13][CH:12]=[C:11]([C:15]([F:16])([F:18])[F:17])[C:8]=3[C:9]#[N:10])[CH2:2][CH2:3]2)=[O:30])[CH:23]=[CH:24][CH:25]=1, predict the reactants needed to synthesize it. The reactants are: [N:1]1([C:7]2[CH:14]=[CH:13][CH:12]=[C:11]([C:15]([F:18])([F:17])[F:16])[C:8]=2[C:9]#[N:10])[CH2:6][CH2:5][NH:4][CH2:3][CH2:2]1.[F:19][C:20]1[CH:21]=[C:22]([O:26][CH2:27][CH2:28][C:29](O)=[O:30])[CH:23]=[CH:24][CH:25]=1. (2) Given the product [F:1][C:2]1[CH:3]=[C:4]([CH2:16][O:17][C:19]2[CH:24]=[CH:23][C:22]([CH2:25][CH2:26][C:27]([O:29][CH2:30][CH3:31])=[O:28])=[C:21]([CH3:32])[C:20]=2[CH3:33])[C:5]2[O:9][C:8]([CH2:10][CH2:11][CH:12]([CH3:14])[CH3:13])=[CH:7][C:6]=2[CH:15]=1, predict the reactants needed to synthesize it. The reactants are: [F:1][C:2]1[CH:3]=[C:4]([CH2:16][OH:17])[C:5]2[O:9][C:8]([CH2:10][CH2:11][CH:12]([CH3:14])[CH3:13])=[CH:7][C:6]=2[CH:15]=1.O[C:19]1[CH:24]=[CH:23][C:22]([CH2:25][CH2:26][C:27]([O:29][CH2:30][CH3:31])=[O:28])=[C:21]([CH3:32])[C:20]=1[CH3:33].C1C=CC(P(C2C=CC=CC=2)C2C=CC=CC=2)=CC=1.CCOC(/N=N/C(OCC)=O)=O. (3) Given the product [CH2:1]([NH:3][C:4]1[N:9]=[C:8]([C:10]2[CH:11]=[C:12]([C:17]([OH:19])=[O:18])[C:13](=[O:16])[NH:14][N:15]=2)[CH:7]=[CH:6][N:5]=1)[CH3:2], predict the reactants needed to synthesize it. The reactants are: [CH2:1]([NH:3][C:4]1[N:9]=[C:8]([C:10]2[CH:11]=[C:12]([C:17]([O:19]CC)=[O:18])[C:13](=[O:16])[NH:14][N:15]=2)[CH:7]=[CH:6][N:5]=1)[CH3:2].C1COCC1.O.[OH-].[Li+]. (4) Given the product [C:1]([O:5][C:6](=[O:28])[NH:7][C:8]1[C:13]([NH:14][C:34](=[O:33])[CH2:35][C:36](=[O:56])[C:37]2[CH:42]=[CH:41][CH:40]=[C:39]([N:43]3[C:47]([CH2:48][O:49][CH:50]4[CH2:55][CH2:54][CH2:53][CH2:52][O:51]4)=[CH:46][N:45]=[N:44]3)[CH:38]=2)=[CH:12][C:11]([C:15]2[CH:20]=[CH:19][CH:18]=[CH:17][C:16]=2[F:21])=[C:10]([O:22][CH2:23][C:24]([F:25])([F:26])[F:27])[CH:9]=1)([CH3:4])([CH3:2])[CH3:3], predict the reactants needed to synthesize it. The reactants are: [C:1]([O:5][C:6](=[O:28])[NH:7][C:8]1[C:13]([NH2:14])=[CH:12][C:11]([C:15]2[CH:20]=[CH:19][CH:18]=[CH:17][C:16]=2[F:21])=[C:10]([O:22][CH2:23][C:24]([F:27])([F:26])[F:25])[CH:9]=1)([CH3:4])([CH3:3])[CH3:2].C([O:33][C:34](=O)[CH2:35][C:36](=[O:56])[C:37]1[CH:42]=[CH:41][CH:40]=[C:39]([N:43]2[C:47]([CH2:48][O:49][CH:50]3[CH2:55][CH2:54][CH2:53][CH2:52][O:51]3)=[CH:46][N:45]=[N:44]2)[CH:38]=1)(C)(C)C. (5) Given the product [Cl:11][C:12]1[N:13]=[C:14]([N:2]2[CH2:3][CH2:4][C:5]3[C:10](=[CH:9][CH:8]=[CH:7][CH:6]=3)[CH2:1]2)[CH:15]=[N:16][CH:17]=1, predict the reactants needed to synthesize it. The reactants are: [CH2:1]1[C:10]2[C:5](=[CH:6][CH:7]=[CH:8][CH:9]=2)[CH2:4][CH2:3][NH:2]1.[Cl:11][C:12]1[CH:17]=[N:16][CH:15]=[C:14](Cl)[N:13]=1.